Dataset: CYP3A4 inhibition data for predicting drug metabolism from PubChem BioAssay. Task: Regression/Classification. Given a drug SMILES string, predict its absorption, distribution, metabolism, or excretion properties. Task type varies by dataset: regression for continuous measurements (e.g., permeability, clearance, half-life) or binary classification for categorical outcomes (e.g., BBB penetration, CYP inhibition). Dataset: cyp3a4_veith. The compound is COC(=O)c1[nH]c2ccc(Br)cc2c1NC(=O)CN1CCCc2ccccc21. The result is 0 (non-inhibitor).